Task: Predict the reactants needed to synthesize the given product.. Dataset: Full USPTO retrosynthesis dataset with 1.9M reactions from patents (1976-2016) Given the product [Cl:1][C:2]1[N:3]=[N:4][C:5]([C:9]2[CH:10]=[CH:11][CH:12]=[CH:13][CH:14]=2)=[CH:6][C:7]=1[CH2:8][CH3:15], predict the reactants needed to synthesize it. The reactants are: [Cl:1][C:2]1[N:3]=[N:4][C:5]([C:9]2[CH:14]=[CH:13][CH:12]=[CH:11][CH:10]=2)=[CH:6][C:7]=1[CH3:8].[CH:15]([N-]C(C)C)(C)C.[Li+].CCCCCCC.C1COCC1.C(C1C=CC=CC=1)C.CI.